This data is from Forward reaction prediction with 1.9M reactions from USPTO patents (1976-2016). The task is: Predict the product of the given reaction. (1) Given the reactants [C:1]([O:5][C:6]([NH:8][CH2:9][CH2:10][N:11]([C:43]([O:45][C:46]([CH3:49])([CH3:48])[CH3:47])=[O:44])[CH2:12][CH:13]([CH2:33][CH2:34][O:35]CC1C=CC=CC=1)[CH2:14][N:15]([C:26]([O:28][C:29]([CH3:32])([CH3:31])[CH3:30])=[O:27])[CH2:16][CH2:17][NH:18][C:19]([O:21][C:22]([CH3:25])([CH3:24])[CH3:23])=[O:20])=[O:7])([CH3:4])([CH3:3])[CH3:2], predict the reaction product. The product is: [C:22]([O:21][C:19]([NH:18][CH2:17][CH2:16][N:15]([C:26]([O:28][C:29]([CH3:32])([CH3:31])[CH3:30])=[O:27])[CH2:14][CH:13]([CH2:33][CH2:34][OH:35])[CH2:12][N:11]([C:43]([O:45][C:46]([CH3:48])([CH3:47])[CH3:49])=[O:44])[CH2:10][CH2:9][NH:8][C:6]([O:5][C:1]([CH3:4])([CH3:3])[CH3:2])=[O:7])=[O:20])([CH3:23])([CH3:24])[CH3:25]. (2) Given the reactants [CH:1]1([N:7]2[CH2:11][CH2:10][N:9]([CH2:12][CH2:13][CH2:14][CH2:15][N:16]3[CH2:21][CH2:20][CH:19]([C:22]4[CH:27]=[CH:26][CH:25]=[CH:24][C:23]=4[OH:28])[CH2:18][CH2:17]3)[C:8]2=[O:29])[CH2:6][CH2:5][CH2:4][CH2:3][CH2:2]1.[C:30]([O:34][C:35](N1CCC(C2C=CC=CC=2O)CC1)=[O:36])([CH3:33])([CH3:32])[CH3:31].ClCCCCN1CCN(C2CCCCC2)[C:56]1=[O:66].CC(=C)C.FC(F)(F)S(O)(=O)=O, predict the reaction product. The product is: [C:56]([OH:66])(=[O:28])[C:35]([OH:36])=[O:34].[CH:1]1([N:7]2[CH2:11][CH2:10][N:9]([CH2:12][CH2:13][CH2:14][CH2:15][N:16]3[CH2:21][CH2:20][CH:19]([C:22]4[CH:27]=[CH:26][CH:25]=[CH:24][C:23]=4[O:28][C:30]([CH3:33])([CH3:32])[CH3:31])[CH2:18][CH2:17]3)[C:8]2=[O:29])[CH2:2][CH2:3][CH2:4][CH2:5][CH2:6]1. (3) Given the reactants CN(C(ON1N=NC2C=CC=NC1=2)=[N+](C)C)C.F[P-](F)(F)(F)(F)F.[NH2:25][C:26]1[C:27]([C:36]([OH:38])=O)=[CH:28][C:29]2[C:34]([CH:35]=1)=[CH:33][CH:32]=[CH:31][CH:30]=2.[F:39][C:40]([F:51])([F:50])[CH2:41][CH2:42][CH2:43][C@@H:44]([C:46]([O:48][CH3:49])=[O:47])[NH2:45].C(N(C(C)C)CC)(C)C, predict the reaction product. The product is: [NH2:25][C:26]1[C:27]([C:36]([NH:45][C@H:44]([C:46]([O:48][CH3:49])=[O:47])[CH2:43][CH2:42][CH2:41][C:40]([F:51])([F:50])[F:39])=[O:38])=[CH:28][C:29]2[C:34]([CH:35]=1)=[CH:33][CH:32]=[CH:31][CH:30]=2.